From a dataset of CYP2D6 inhibition data for predicting drug metabolism from PubChem BioAssay. Regression/Classification. Given a drug SMILES string, predict its absorption, distribution, metabolism, or excretion properties. Task type varies by dataset: regression for continuous measurements (e.g., permeability, clearance, half-life) or binary classification for categorical outcomes (e.g., BBB penetration, CYP inhibition). Dataset: cyp2d6_veith. (1) The compound is Cc1ccc(-c2noc(-c3cc4ccccc4oc3=O)n2)cc1. The result is 0 (non-inhibitor). (2) The compound is CCc1ccc(-c2ccc(C(=O)C(F)(F)F)[nH]2)cc1. The result is 0 (non-inhibitor). (3) The compound is CS(=O)(=O)Nc1cccc(-c2ccc3ncnc(NC4CCNCC4)c3c2)c1. The result is 0 (non-inhibitor). (4) The drug is Cc1oc(=O)c(NC(=O)c2ccccc2)cc1C(=O)c1ccccc1. The result is 0 (non-inhibitor).